From a dataset of Forward reaction prediction with 1.9M reactions from USPTO patents (1976-2016). Predict the product of the given reaction. Given the reactants [CH:1]1([O:6][C:7]2[NH:15][C:14]3[C:13](=[O:16])[N:12]([CH2:17][CH2:18][CH2:19][O:20][CH:21]4[CH2:26][CH2:25][CH2:24][CH2:23][O:22]4)[C:11](=[O:27])[N:10]([CH3:28])[C:9]=3[N:8]=2)[CH2:5][CH2:4][CH2:3][CH2:2]1.Cl[CH2:30][C:31]1[S:32][CH:33]=[C:34]([CH3:36])[N:35]=1.C(=O)([O-])[O-].[K+].[K+], predict the reaction product. The product is: [CH:1]1([O:6][C:7]2[N:15]([CH2:30][C:31]3[S:32][CH:33]=[C:34]([CH3:36])[N:35]=3)[C:14]3[C:13](=[O:16])[N:12]([CH2:17][CH2:18][CH2:19][O:20][CH:21]4[CH2:26][CH2:25][CH2:24][CH2:23][O:22]4)[C:11](=[O:27])[N:10]([CH3:28])[C:9]=3[N:8]=2)[CH2:2][CH2:3][CH2:4][CH2:5]1.